This data is from Peptide-MHC class I binding affinity with 185,985 pairs from IEDB/IMGT. The task is: Regression. Given a peptide amino acid sequence and an MHC pseudo amino acid sequence, predict their binding affinity value. This is MHC class I binding data. (1) The binding affinity (normalized) is 0.573. The peptide sequence is EIAETQHGTI. The MHC is HLA-A68:02 with pseudo-sequence HLA-A68:02. (2) The peptide sequence is TLMAAILAY. The MHC is HLA-B35:01 with pseudo-sequence HLA-B35:01. The binding affinity (normalized) is 0.641. (3) The peptide sequence is LHTVMRETL. The MHC is HLA-B39:01 with pseudo-sequence HLA-B39:01. The binding affinity (normalized) is 0.728. (4) The peptide sequence is SYLIRALTL. The MHC is HLA-A26:02 with pseudo-sequence HLA-A26:02. The binding affinity (normalized) is 0.0847. (5) The peptide sequence is RIRAANLPI. The MHC is HLA-B45:06 with pseudo-sequence HLA-B45:06. The binding affinity (normalized) is 0.213. (6) The peptide sequence is PSPPTDTPLDL. The MHC is Mamu-A01 with pseudo-sequence Mamu-A01. The binding affinity (normalized) is 0.567. (7) The binding affinity (normalized) is 0.517. The peptide sequence is HSNLNDATY. The MHC is HLA-B15:01 with pseudo-sequence HLA-B15:01.